From a dataset of Forward reaction prediction with 1.9M reactions from USPTO patents (1976-2016). Predict the product of the given reaction. (1) Given the reactants P(Cl)(Cl)(Cl)=O.CN([CH:14]=[O:15])C1C=CC=CC=1.[Br:16][CH2:17][CH2:18][CH2:19][CH2:20][CH2:21][CH2:22][CH2:23][CH2:24][CH2:25][CH2:26][CH2:27][C:28]1[CH:33]=[C:32]([O:34][CH3:35])[CH:31]=[CH:30][C:29]=1[O:36][CH3:37], predict the reaction product. The product is: [Br:16][CH2:17][CH2:18][CH2:19][CH2:20][CH2:21][CH2:22][CH2:23][CH2:24][CH2:25][CH2:26][CH2:27][C:28]1[CH:33]=[C:32]([O:34][CH3:35])[C:31]([CH:14]=[O:15])=[CH:30][C:29]=1[O:36][CH3:37]. (2) Given the reactants Br[C:2]1[CH:7]=[CH:6][CH:5]=[C:4]([CH3:8])[N:3]=1.Br.[NH2:10][C@H:11]1[C:20]2[C:15](=[CH:16][CH:17]=[CH:18][CH:19]=2)[N:14]([C:21](=[O:23])[CH3:22])[C@@H:13]([CH2:24][CH3:25])[C@@H:12]1[CH3:26].CN(C1C(C2C(P(C3CCCCC3)C3CCCCC3)=CC=CC=2)=CC=CC=1)C.CC(C)([O-])C.[Na+], predict the reaction product. The product is: [CH2:24]([C@H:13]1[C@H:12]([CH3:26])[C@@H:11]([NH:10][C:2]2[CH:7]=[CH:6][CH:5]=[C:4]([CH3:8])[N:3]=2)[C:20]2[C:15](=[CH:16][CH:17]=[CH:18][CH:19]=2)[N:14]1[C:21](=[O:23])[CH3:22])[CH3:25]. (3) Given the reactants Br[C:2]1[CH:7]=[C:6]([N+:8]([O-:10])=[O:9])[CH:5]=[CH:4][C:3]=1[F:11].C([Sn](CCCC)(CCCC)[C:17]1[CH:22]=[CH:21][N:20]=[CH:19][CH:18]=1)CCC.[Cl-].[Li+], predict the reaction product. The product is: [F:11][C:3]1[CH:4]=[CH:5][C:6]([N+:8]([O-:10])=[O:9])=[CH:7][C:2]=1[C:17]1[CH:22]=[CH:21][N:20]=[CH:19][CH:18]=1. (4) Given the reactants [Cl:1][C:2]1[CH:8]=[CH:7][CH:6]=[C:5]([CH3:9])[C:3]=1[NH2:4].C1(C)C=CC(S(O)(=O)=O)=CC=1.C([O:23][C:24](=O)[CH:25]=[C:26]1[CH2:31][CH:30]([CH2:32][CH3:33])[CH2:29][CH2:28][C:27]1=O)C.O, predict the reaction product. The product is: [Cl:1][C:2]1[CH:8]=[CH:7][CH:6]=[C:5]([CH3:9])[C:3]=1[N:4]1[C:27]2[C:26]([CH2:31][CH:30]([CH2:32][CH3:33])[CH2:29][CH:28]=2)=[CH:25][C:24]1=[O:23]. (5) Given the reactants [C:1]([O:5][C:6]([NH:8][C@H:9]([CH3:13])[C:10]([OH:12])=O)=[O:7])([CH3:4])([CH3:3])[CH3:2].CN1CCOCC1.ClC(OCC(C)C)=O.[Cl:29][C:30]1[CH:31]=[C:32]([NH2:38])[CH:33]=[C:34]([Cl:37])[C:35]=1[F:36], predict the reaction product. The product is: [C:1]([O:5][C:6](=[O:7])[NH:8][C@@H:9]([C:10](=[O:12])[NH:38][C:32]1[CH:31]=[C:30]([Cl:29])[C:35]([F:36])=[C:34]([Cl:37])[CH:33]=1)[CH3:13])([CH3:2])([CH3:3])[CH3:4].